From a dataset of Forward reaction prediction with 1.9M reactions from USPTO patents (1976-2016). Predict the product of the given reaction. (1) Given the reactants CS(C)=O.[CH3:5][C:6]1[CH:7]=[C:8]([OH:19])[C:9]([C:13]2[CH:18]=[CH:17][CH:16]=[CH:15][N:14]=2)=[N:10][C:11]=1[CH3:12].Cl[C:21]1[C:30]2[C:25](=[CH:26][C:27]([O:33][CH3:34])=[C:28]([O:31][CH3:32])[CH:29]=2)[N:24]=[CH:23][CH:22]=1.C(=O)([O-])[O-].[Cs+].[Cs+], predict the reaction product. The product is: [CH3:32][O:31][C:28]1[CH:29]=[C:30]2[C:25](=[CH:26][C:27]=1[O:33][CH3:34])[N:24]=[CH:23][CH:22]=[C:21]2[O:19][C:8]1[C:9]([C:13]2[CH:18]=[CH:17][CH:16]=[CH:15][N:14]=2)=[N:10][C:11]([CH3:12])=[C:6]([CH3:5])[CH:7]=1. (2) Given the reactants [O-]P([O-])([O-])=O.[K+].[K+].[K+].[CH3:9][O:10][CH2:11][CH2:12][NH2:13].I[C:15]1[CH:20]=[CH:19][CH:18]=[CH:17][CH:16]=1.C(O)CO, predict the reaction product. The product is: [CH3:9][O:10][CH2:11][CH2:12][NH:13][C:15]1[CH:20]=[CH:19][CH:18]=[CH:17][CH:16]=1.